Dataset: Full USPTO retrosynthesis dataset with 1.9M reactions from patents (1976-2016). Task: Predict the reactants needed to synthesize the given product. The reactants are: P([O-])([O-])([O-])=O.[K+].[K+].[K+].COC(C)(C)C.[NH2:15][CH:16]([C:23]1[CH:28]=[CH:27][C:26]([Cl:29])=[CH:25][CH:24]=1)[CH2:17][C:18]([O:20]CC)=[O:19]. Given the product [NH2:15][CH:16]([C:23]1[CH:24]=[CH:25][C:26]([Cl:29])=[CH:27][CH:28]=1)[CH2:17][C:18]([OH:20])=[O:19], predict the reactants needed to synthesize it.